From a dataset of Catalyst prediction with 721,799 reactions and 888 catalyst types from USPTO. Predict which catalyst facilitates the given reaction. Reactant: [CH:1]1([N:4]2[C:13]3[CH:14]=[C:15]([O:18][CH2:19][C@@H:20]([NH:25]C(=O)OC(C)(C)C)[CH2:21][CH:22]([CH3:24])[CH3:23])[CH:16]=[CH:17][C:12]=3[C:11]3[C:6](=[CH:7][N:8]=[CH:9][CH:10]=3)[C:5]2=[O:33])[CH2:3][CH2:2]1.Cl.C(OCC)C. Product: [CH2:1]([N:4]1[C:13]2[CH:14]=[C:15]([O:18][CH2:19][C@@H:20]([NH2:25])[CH2:21][CH:22]([CH3:24])[CH3:23])[CH:16]=[CH:17][C:12]=2[C:11]2[C:6](=[CH:7][N:8]=[CH:9][CH:10]=2)[C:5]1=[O:33])[CH:2]=[CH2:3]. The catalyst class is: 4.